From a dataset of Experimental lipophilicity measurements (octanol/water distribution) for 4,200 compounds from AstraZeneca. Regression/Classification. Given a drug SMILES string, predict its absorption, distribution, metabolism, or excretion properties. Task type varies by dataset: regression for continuous measurements (e.g., permeability, clearance, half-life) or binary classification for categorical outcomes (e.g., BBB penetration, CYP inhibition). For this dataset (lipophilicity_astrazeneca), we predict Y. The compound is CC(C)C(NC(=O)Cn1c(-c2ccccc2)ncc(NC(=O)OCC(F)(F)F)c1=O)C(=O)C(F)(F)F. The Y is 2.37 logD.